This data is from Peptide-MHC class I binding affinity with 185,985 pairs from IEDB/IMGT. The task is: Regression. Given a peptide amino acid sequence and an MHC pseudo amino acid sequence, predict their binding affinity value. This is MHC class I binding data. (1) The peptide sequence is LFMSHVKSV. The MHC is HLA-B58:01 with pseudo-sequence HLA-B58:01. The binding affinity (normalized) is 0.0847. (2) The peptide sequence is ITFALKKLI. The MHC is HLA-B08:01 with pseudo-sequence HLA-B08:01. The binding affinity (normalized) is 0. (3) The peptide sequence is EMKTDAATLAQ. The MHC is HLA-B08:01 with pseudo-sequence HLA-B08:01. The binding affinity (normalized) is 0.431.